Dataset: Reaction yield outcomes from USPTO patents with 853,638 reactions. Task: Predict the reaction yield, written as a fraction of the theoretical maximum amount of product (1.0 means a 100% yield; for example, 0.34 means a 34% yield). (1) The reactants are Cl.[NH:2]([C:4]1[CH:5]=[C:6]([CH:12]=[CH:13][CH:14]=1)C(OCC)=O)[NH2:3].CC(C)(C)C(=O)CC#N.[CH3:24][O:25][CH2:26][C:27](=O)[CH2:28][C:29]#[N:30]. No catalyst specified. The product is [CH3:24][O:25][CH2:26][C:27]1[CH:28]=[C:29]([NH2:30])[N:2]([C:4]2[CH:14]=[CH:13][CH:12]=[CH:6][CH:5]=2)[N:3]=1. The yield is 0.0200. (2) The reactants are C[O:2][C:3]([C:5]1[CH:10]=[C:9]([O:11][C:12]2[CH:17]=[CH:16][C:15]([NH:18][C:19]([O:21][CH2:22][C:23]3[CH:28]=[CH:27][CH:26]=[CH:25][CH:24]=3)=[O:20])=[CH:14][C:13]=2[F:29])[CH:8]=[CH:7][N:6]=1)=[O:4].O.[OH-].[Li+].Cl. The catalyst is CO.CN(C)C=O. The product is [CH2:22]([O:21][C:19]([NH:18][C:15]1[CH:16]=[CH:17][C:12]([O:11][C:9]2[CH:8]=[CH:7][N:6]=[C:5]([C:3]([OH:4])=[O:2])[CH:10]=2)=[C:13]([F:29])[CH:14]=1)=[O:20])[C:23]1[CH:24]=[CH:25][CH:26]=[CH:27][CH:28]=1. The yield is 0.923. (3) The reactants are [CH:1]1[C:13]2[C:12](=[CH:14][C:15]#[N:16])[C:11]3[C:6](=[CH:7][CH:8]=[CH:9][CH:10]=3)[C:5]=2[CH:4]=[CH:3][CH:2]=1. The catalyst is CO.C(OCC)(=O)C.[OH-].[Pd+2].[OH-]. The product is [CH:1]1[C:13]2[CH:12]([CH2:14][C:15]#[N:16])[C:11]3[C:6](=[CH:7][CH:8]=[CH:9][CH:10]=3)[C:5]=2[CH:4]=[CH:3][CH:2]=1. The yield is 0.730. (4) The reactants are [CH3:1][O:2][C:3]1[CH:20]=[CH:19][C:6]([C:7]([NH:9][C:10]2[CH:15]=[CH:14][C:13]([N+:16]([O-])=O)=[CH:12][CH:11]=2)=[O:8])=[CH:5][CH:4]=1. The catalyst is CCO.[Pd]. The product is [NH2:16][C:13]1[CH:12]=[CH:11][C:10]([NH:9][C:7](=[O:8])[C:6]2[CH:19]=[CH:20][C:3]([O:2][CH3:1])=[CH:4][CH:5]=2)=[CH:15][CH:14]=1. The yield is 0.820. (5) The reactants are C([O:8][C:9]1[CH:34]=[C:33]([CH2:35][CH3:36])[CH:32]=[CH:31][C:10]=1[O:11][C:12]1[CH:17]=[CH:16][C:15]([S:18]([NH:21][CH2:22][CH2:23][C:24]2[CH:29]=[CH:28][CH:27]=[CH:26][N:25]=2)(=[O:20])=[O:19])=[CH:14][C:13]=1[F:30])C1C=CC=CC=1.O1CCCC1. The catalyst is C(O)C. The product is [CH2:35]([C:33]1[CH:32]=[CH:31][C:10]([O:11][C:12]2[CH:17]=[CH:16][C:15]([S:18]([NH:21][CH2:22][CH2:23][C:24]3[CH:29]=[CH:28][CH:27]=[CH:26][N:25]=3)(=[O:20])=[O:19])=[CH:14][C:13]=2[F:30])=[C:9]([OH:8])[CH:34]=1)[CH3:36]. The yield is 0.620.